This data is from Full USPTO retrosynthesis dataset with 1.9M reactions from patents (1976-2016). The task is: Predict the reactants needed to synthesize the given product. (1) Given the product [CH3:1][N:2]1[CH:6]=[CH:5][N:4]=[C:3]1[CH2:7][NH:8][C:9](=[O:41])[C:10]1[CH:15]=[CH:14][CH:13]=[CH:12][C:11]=1[NH:16][C:17]1[CH:25]=[C:24]2[C:20]([C:21]([CH:32]=[CH:33][C:34]3[CH:39]=[C:38]([CH3:40])[CH:37]=[CH:36][N:35]=3)=[N:22][NH:23]2)=[CH:19][CH:18]=1, predict the reactants needed to synthesize it. The reactants are: [CH3:1][N:2]1[CH:6]=[CH:5][N:4]=[C:3]1[CH2:7][NH:8][C:9](=[O:41])[C:10]1[CH:15]=[CH:14][CH:13]=[CH:12][C:11]=1[NH:16][C:17]1[CH:25]=[C:24]2[C:20]([C:21]([CH:32]=[CH:33][C:34]3[CH:39]=[C:38]([CH3:40])[CH:37]=[CH:36][N:35]=3)=[N:22][N:23]2C2CCCCO2)=[CH:19][CH:18]=1.C([Si](C)(C)OCC#CCNC(=O)C1C=CC=CC=1NC1C=C2C(C(C=CC3C=C(C)C=C(C)N=3)=NN2C2CCCCO2)=CC=1)(C)(C)C. (2) Given the product [OH:37][CH:16]([C:17]1[CH:22]=[CH:21][CH:20]=[C:19]([O:23][CH2:24][C:25]2[N:26]=[C:27]([C:31]3[CH:32]=[CH:33][CH:34]=[CH:35][CH:36]=3)[O:28][C:29]=2[CH3:30])[CH:18]=1)[C:9]1[CH:10]=[CH:11][C:12]([O:14][CH3:15])=[CH:13][C:8]=1[O:7][CH2:6][C:5]([OH:38])=[O:4], predict the reactants needed to synthesize it. The reactants are: C([O:4][CH2:5][CH2:6][O:7][C:8]1[CH:13]=[C:12]([O:14][CH3:15])[CH:11]=[CH:10][C:9]=1[C:16](=[O:37])[C:17]1[CH:22]=[CH:21][CH:20]=[C:19]([O:23][CH2:24][C:25]2[N:26]=[C:27]([C:31]3[CH:36]=[CH:35][CH:34]=[CH:33][CH:32]=3)[O:28][C:29]=2[CH3:30])[CH:18]=1)(=O)C.[O:38]1CCCC1.[BH4-].[Na+]. (3) Given the product [F:72][CH:53]([F:52])[C:54]1[C:55]([CH2:70][NH:71][C:15]([C@H:9]2[N:8]([C:6]([O:5][C:1]([CH3:2])([CH3:3])[CH3:4])=[O:7])[C@@H:12]([CH3:13])[C@H:11]([F:14])[CH2:10]2)=[O:17])=[CH:56][C:57]([C:60]2[CH:65]=[N:64][C:63]([C:66]([F:69])([F:68])[F:67])=[N:62][CH:61]=2)=[N:58][CH:59]=1, predict the reactants needed to synthesize it. The reactants are: [C:1]([O:5][C:6]([N:8]1[C@@H:12]([CH3:13])[C@H:11]([F:14])[CH2:10][C@H:9]1[C:15]([OH:17])=O)=[O:7])([CH3:4])([CH3:3])[CH3:2].CN(C(ON1N=NC2C=CC=NC1=2)=[N+](C)C)C.F[P-](F)(F)(F)(F)F.CCN(C(C)C)C(C)C.Cl.[F:52][CH:53]([F:72])[C:54]1[C:55]([CH2:70][NH2:71])=[CH:56][C:57]([C:60]2[CH:61]=[N:62][C:63]([C:66]([F:69])([F:68])[F:67])=[N:64][CH:65]=2)=[N:58][CH:59]=1. (4) Given the product [C:1]([O:5][C:6](=[O:36])[N:7]([CH2:16][C:17]1[CH:18]=[N:19][C:20]([CH3:35])=[C:21]([O:25][CH2:26][C:27]2[CH:32]=[CH:31][CH:30]=[C:29]([C:33]#[N:34])[CH:28]=2)[C:22]=1[CH:23]([OH:24])[CH3:37])[C:8]1[CH:13]=[CH:12][C:11]([C:14]#[N:15])=[CH:10][CH:9]=1)([CH3:4])([CH3:3])[CH3:2], predict the reactants needed to synthesize it. The reactants are: [C:1]([O:5][C:6](=[O:36])[N:7]([CH2:16][C:17]1[CH:18]=[N:19][C:20]([CH3:35])=[C:21]([O:25][CH2:26][C:27]2[CH:32]=[CH:31][CH:30]=[C:29]([C:33]#[N:34])[CH:28]=2)[C:22]=1[CH:23]=[O:24])[C:8]1[CH:13]=[CH:12][C:11]([C:14]#[N:15])=[CH:10][CH:9]=1)([CH3:4])([CH3:3])[CH3:2].[CH3:37][Mg]Br. (5) The reactants are: [N:1]([O-:3])=[O:2].[Na+].[CH2:5](N)[CH2:6][CH2:7][CH2:8][CH2:9][CH2:10][CH2:11][CH2:12][CH2:13][CH2:14][CH2:15][CH2:16][CH2:17][CH2:18][CH2:19][CH2:20][CH2:21][CH3:22].O.O.C1(C=C(O)C=C(O)C=1)O.O. Given the product [N+:1]([CH2:22][CH2:21][CH2:20][CH2:19][CH2:18][CH2:17][CH2:16][CH2:15][CH2:14][CH2:13][CH2:12][CH2:11][CH2:10][CH2:9][CH2:8][CH2:7][CH2:6][CH3:5])([O-:3])=[O:2], predict the reactants needed to synthesize it. (6) Given the product [Cl:29][C:30]1[CH:35]=[CH:34][C:33]([C:39]#[N:40])=[C:32]([C:10]2[C:9]3[C:8](=[O:20])[CH2:7][CH2:6][CH2:5][C:4]=3[N:3]([CH2:21][C:22]([O:24][C:25]([CH3:28])([CH3:27])[CH3:26])=[O:23])[C:2](=[O:1])[CH:11]=2)[CH:31]=1, predict the reactants needed to synthesize it. The reactants are: [O:1]=[C:2]1[CH:11]=[C:10](OS(C(F)(F)F)(=O)=O)[C:9]2[C:8](=[O:20])[CH2:7][CH2:6][CH2:5][C:4]=2[N:3]1[CH2:21][C:22]([O:24][C:25]([CH3:28])([CH3:27])[CH3:26])=[O:23].[Cl:29][C:30]1[CH:31]=[CH:32][C:33]([C:39]#[N:40])=[C:34](B(O)O)[CH:35]=1.C(=O)([O-])[O-].[K+].[K+].